From a dataset of Full USPTO retrosynthesis dataset with 1.9M reactions from patents (1976-2016). Predict the reactants needed to synthesize the given product. Given the product [Cl:12][C:13]1[C:14]([F:21])=[C:15](/[CH:16]=[C:4](/[C:3]2[CH:7]=[CH:8][C:9]([Cl:11])=[CH:10][C:2]=2[Cl:1])\[C:5]#[N:6])[CH:18]=[CH:19][CH:20]=1, predict the reactants needed to synthesize it. The reactants are: [Cl:1][C:2]1[CH:10]=[C:9]([Cl:11])[CH:8]=[CH:7][C:3]=1[CH2:4][C:5]#[N:6].[Cl:12][C:13]1[C:14]([F:21])=[C:15]([CH:18]=[CH:19][CH:20]=1)[CH:16]=O.C[O-].[Na+].